This data is from Catalyst prediction with 721,799 reactions and 888 catalyst types from USPTO. The task is: Predict which catalyst facilitates the given reaction. (1) The catalyst class is: 183. Reactant: [C:1]([C:4]1[CH:15]=[C:14]([N+:16]([O-])=O)[C:7]([O:8][CH2:9][C:10](OC)=[O:11])=[C:6]([CH3:19])[CH:5]=1)(=[O:3])[CH3:2]. Product: [C:1]([C:4]1[CH:5]=[C:6]([CH3:19])[C:7]2[O:8][CH2:9][C:10](=[O:11])[NH:16][C:14]=2[CH:15]=1)(=[O:3])[CH3:2]. (2) Reactant: [F:1][C:2]1[CH:3]=[C:4]([CH:7]=[CH:8][C:9]=1[O:10][C:11]1[CH:12]=[N:13][C:14]([C:17]([F:20])([F:19])[F:18])=[CH:15][CH:16]=1)[CH:5]=[O:6].[BH4-].[Na+]. Product: [F:1][C:2]1[CH:3]=[C:4]([CH2:5][OH:6])[CH:7]=[CH:8][C:9]=1[O:10][C:11]1[CH:12]=[N:13][C:14]([C:17]([F:18])([F:19])[F:20])=[CH:15][CH:16]=1. The catalyst class is: 5. (3) Reactant: [CH3:1][C:2]1[CH:7]=[C:6]([CH3:8])[CH:5]=[C:4]([CH3:9])[C:3]=1[OH:10].[H-].[Na+].CN(C)C=O.[Br:18][C:19]1[CH:20]=[C:21]([C:26]([O:28][CH3:29])=[O:27])[C:22](Cl)=[N:23][CH:24]=1. Product: [Br:18][C:19]1[CH:20]=[C:21]([C:26]([O:28][CH3:29])=[O:27])[C:22]([O:10][C:3]2[C:4]([CH3:9])=[CH:5][C:6]([CH3:8])=[CH:7][C:2]=2[CH3:1])=[N:23][CH:24]=1. The catalyst class is: 90. (4) Reactant: [C:1]1([C:7]#[C:8][CH2:9][CH2:10]C(O)=O)[CH:6]=[CH:5][CH:4]=[CH:3][CH:2]=1.C1(P(N=[N+]=[N-])(C2C=CC=CC=2)=[O:21])C=CC=CC=1.C([N:33]([CH2:36]C)CC)C.[C:38]([OH:42])([CH3:41])([CH3:40])[CH3:39]. Product: [C:38]([O:42][C:36](=[O:21])[NH:33][CH2:10][CH2:9][C:8]#[C:7][C:1]1[CH:2]=[CH:3][CH:4]=[CH:5][CH:6]=1)([CH3:41])([CH3:40])[CH3:39]. The catalyst class is: 11. (5) The catalyst class is: 5. Reactant: C[O-].[Na+].[NH2:4][C@H:5]([C:10]1[CH:15]=[CH:14][CH:13]=[CH:12][CH:11]=1)[CH2:6][C:7]([OH:9])=[O:8].[O:16]1[CH:18]([CH2:19][CH2:20][CH2:21][CH2:22][CH2:23][CH2:24][CH2:25][CH2:26][CH2:27][CH3:28])[CH2:17]1.Cl. Product: [OH:16][CH:18]([CH2:19][CH2:20][CH2:21][CH2:22][CH2:23][CH2:24][CH2:25][CH2:26][CH2:27][CH3:28])[CH2:17][NH:4][C@H:5]([C:10]1[CH:15]=[CH:14][CH:13]=[CH:12][CH:11]=1)[CH2:6][C:7]([OH:9])=[O:8]. (6) Reactant: [F:1][CH:2]([F:26])[C:3]1[N:7]([C:8]2[CH:13]=[C:12]([N:14]3[CH2:19][CH2:18][O:17][CH2:16][CH2:15]3)[N:11]=[C:10]([S:20][CH3:21])[N:9]=2)[C:6]2[CH:22]=[CH:23][CH:24]=[CH:25][C:5]=2[N:4]=1.ClC1C=CC=C(C(OO)=[O:35])C=1.C(=O)(O)[O-].[Na+]. Product: [F:26][CH:2]([F:1])[C:3]1[N:7]([C:8]2[CH:13]=[C:12]([N:14]3[CH2:19][CH2:18][O:17][CH2:16][CH2:15]3)[N:11]=[C:10]([S:20]([CH3:21])=[O:35])[N:9]=2)[C:6]2[CH:22]=[CH:23][CH:24]=[CH:25][C:5]=2[N:4]=1. The catalyst class is: 4. (7) Reactant: [NH2:1][C:2]1[CH:3]=[C:4]2[C:8](=[CH:9][CH:10]=1)[CH2:7][C:6]1([C:14](=[O:15])[NH:13][C:12](=[O:16])[N:11]1[CH3:17])[CH2:5]2.CCN(C(C)C)C(C)C.Cl[C:28]1[N:33]=[CH:32][N:31]=[C:30]([C:34]([O:36][CH2:37][CH3:38])=[O:35])[CH:29]=1. Product: [CH3:17][N:11]1[C:6]2([CH2:5][C:4]3[C:8](=[CH:9][CH:10]=[C:2]([NH:1][C:28]4[N:33]=[CH:32][N:31]=[C:30]([C:34]([O:36][CH2:37][CH3:38])=[O:35])[CH:29]=4)[CH:3]=3)[CH2:7]2)[C:14](=[O:15])[NH:13][C:12]1=[O:16]. The catalyst class is: 18.